Dataset: Reaction yield outcomes from USPTO patents with 853,638 reactions. Task: Predict the reaction yield, written as a fraction of the theoretical maximum amount of product (1.0 means a 100% yield; for example, 0.34 means a 34% yield). (1) The reactants are [CH3:1][O:2][C:3]1[CH:4]=[C:5]([CH2:9][C:10](Cl)=[O:11])[CH:6]=[CH:7][CH:8]=1.[NH2:13][C:14]1[CH:15]=[C:16]([C:20]2[C:24]([Br:25])=[CH:23][N:22]([CH3:26])[N:21]=2)[CH:17]=[CH:18][CH:19]=1.C(N(CC)CC)C. The catalyst is ClCCl.[Cl-].[Na+].O. The product is [Br:25][C:24]1[C:20]([C:16]2[CH:15]=[C:14]([NH:13][C:10](=[O:11])[CH2:9][C:5]3[CH:6]=[CH:7][CH:8]=[C:3]([O:2][CH3:1])[CH:4]=3)[CH:19]=[CH:18][CH:17]=2)=[N:21][N:22]([CH3:26])[CH:23]=1. The yield is 0.190. (2) The reactants are [F:1][C:2]1[CH:3]=[C:4]2[C:8](=[CH:9][CH:10]=1)[NH:7][CH:6]=[C:5]2[CH2:11][CH2:12][CH2:13][NH:14][CH:15]1[CH2:24][C:23]2[C:18](=[CH:19][CH:20]=[CH:21][C:22]=2[O:25][CH3:26])[O:17][CH2:16]1.C=O.O.[C:30](O)(=O)C.C([BH3-])#N.[Na+]. The catalyst is CO.CCCCCC.CCOC(C)=O.CO. The product is [F:1][C:2]1[CH:3]=[C:4]2[C:8](=[CH:9][CH:10]=1)[NH:7][CH:6]=[C:5]2[CH2:11][CH2:12][CH2:13][N:14]([CH3:30])[CH:15]1[CH2:24][C:23]2[C:18](=[CH:19][CH:20]=[CH:21][C:22]=2[O:25][CH3:26])[O:17][CH2:16]1. The yield is 0.160. (3) The reactants are [CH2:1](Br)[C:2]1[CH:7]=[CH:6][CH:5]=[CH:4][CH:3]=1.C(=O)([O-])[O-].[K+].[K+].[CH3:15][O:16][C:17](=[O:29])[C:18]1[CH:23]=[C:22]([C:24](=[O:26])[CH3:25])[C:21]([OH:27])=[CH:20][C:19]=1[OH:28]. The yield is 0.973. The product is [C:24]([C:22]1[C:21]([O:27][CH2:1][C:2]2[CH:7]=[CH:6][CH:5]=[CH:4][CH:3]=2)=[CH:20][C:19]([O:28][CH2:1][C:2]2[CH:7]=[CH:6][CH:5]=[CH:4][CH:3]=2)=[C:18]([CH:23]=1)[C:17]([O:16][CH3:15])=[O:29])(=[O:26])[CH3:25]. The catalyst is C(#N)C. (4) The reactants are [Cl:1][C:2]1[C:10]([CH3:11])=[CH:9][CH:8]=[C:7]([F:12])[C:3]=1C(O)=O.C1C=CC(P([N:27]=[N+]=[N-])(C2C=CC=CC=2)=O)=CC=1.O. The catalyst is C1COCC1. The product is [Cl:1][C:2]1[C:10]([CH3:11])=[CH:9][CH:8]=[C:7]([F:12])[C:3]=1[NH2:27]. The yield is 0.460. (5) The reactants are [C:1]([C:3](=[N:12][NH:13][C:14]1[CH:19]=[CH:18][CH:17]=[CH:16][CH:15]=1)[C:4]([NH:6][C:7](OCC)=[O:8])=[O:5])#[N:2].C([O-])(=O)C.[Na+].C(O)(=O)C. The catalyst is O. The product is [C:14]1([N:13]2[C:7](=[O:8])[NH:6][C:4](=[O:5])[C:3]([C:1]#[N:2])=[N:12]2)[CH:19]=[CH:18][CH:17]=[CH:16][CH:15]=1. The yield is 0.678. (6) The product is [Br:1][C:2]1[CH:3]=[C:4]([CH:23]=[CH:24][CH:25]=1)[CH2:5][N:6]1[C:14]2[C:13](=[O:15])[N:12]([CH3:16])[C:11](=[O:17])[N:10]([CH3:18])[C:9]=2[N:8]=[C:7]1[CH2:19][CH2:20][CH2:21][O:22][CH2:29][CH3:30]. The reactants are [Br:1][C:2]1[CH:3]=[C:4]([CH:23]=[CH:24][CH:25]=1)[CH2:5][N:6]1[C:14]2[C:13](=[O:15])[N:12]([CH3:16])[C:11](=[O:17])[N:10]([CH3:18])[C:9]=2[N:8]=[C:7]1[CH2:19][CH2:20][CH2:21][OH:22].[H-].[Na+].I[CH2:29][CH3:30]. The yield is 0.291. The catalyst is CN(C=O)C.